This data is from Forward reaction prediction with 1.9M reactions from USPTO patents (1976-2016). The task is: Predict the product of the given reaction. (1) Given the reactants [S:1]1[CH:5]=[C:4]([C:6]([OH:8])=O)[N:3]=[CH:2]1.CCN(C(C)C)C(C)C.CN(C(ON1N=NC2C=CC=NC1=2)=[N+](C)C)C.F[P-](F)(F)(F)(F)F.[NH2:42][C:43]1[CH:48]=[CH:47][C:46]([B:49]([OH:51])[OH:50])=[CH:45][CH:44]=1, predict the reaction product. The product is: [S:1]1[CH:5]=[C:4]([C:6]([NH:42][C:43]2[CH:48]=[CH:47][C:46]([B:49]([OH:51])[OH:50])=[CH:45][CH:44]=2)=[O:8])[N:3]=[CH:2]1. (2) Given the reactants [Na+].[Br-:2].CS(O[CH2:8][C@@H:9]1[CH2:13][C:12]([F:15])([F:14])[CH2:11][N:10]1[C:16]1[CH:21]=[CH:20][C:19]([N+:22]([O-:24])=[O:23])=[C:18]([C:25]([F:28])([F:27])[F:26])[CH:17]=1)(=O)=O, predict the reaction product. The product is: [Br:2][CH2:8][C@@H:9]1[CH2:13][C:12]([F:15])([F:14])[CH2:11][N:10]1[C:16]1[CH:21]=[CH:20][C:19]([N+:22]([O-:24])=[O:23])=[C:18]([C:25]([F:28])([F:27])[F:26])[CH:17]=1. (3) Given the reactants [NH:1]1[C:5]2=[N:6][CH:7]=[C:8]([CH2:10][CH2:11][C:12]([OH:14])=O)[CH:9]=[C:4]2[CH:3]=[CH:2]1.[CH2:15]([NH:17][CH2:18][CH3:19])[CH3:16].Cl.CN(C)CCCN=C=NCC, predict the reaction product. The product is: [CH2:15]([N:17]([CH2:18][CH3:19])[C:12](=[O:14])[CH2:11][CH2:10][C:8]1[CH:9]=[C:4]2[CH:3]=[CH:2][NH:1][C:5]2=[N:6][CH:7]=1)[CH3:16]. (4) Given the reactants [CH3:1][O:2][C:3](=[O:22])[C:4]1[C:9](Cl)=[CH:8][C:7]([CH3:11])=[N:6][C:5]=1[O:12][C:13]1[C:18]([CH3:19])=[CH:17][C:16]([CH3:20])=[CH:15][C:14]=1[CH3:21].[CH2:23]([CH:25]([NH2:28])[CH2:26][CH3:27])[CH3:24], predict the reaction product. The product is: [CH3:1][O:2][C:3](=[O:22])[C:4]1[C:9]([NH:28][CH:25]([CH2:26][CH3:27])[CH2:23][CH3:24])=[CH:8][C:7]([CH3:11])=[N:6][C:5]=1[O:12][C:13]1[C:18]([CH3:19])=[CH:17][C:16]([CH3:20])=[CH:15][C:14]=1[CH3:21]. (5) Given the reactants [Br:1][C:2]1[CH:8]=[CH:7][C:5]([NH2:6])=[C:4]([OH:9])[CH:3]=1.[CH3:10][C:11]1[CH:12]=[C:13]([CH:17]=[CH:18][CH:19]=1)[C:14](O)=O, predict the reaction product. The product is: [Br:1][C:2]1[CH:8]=[CH:7][C:5]2[N:6]=[C:10]([C:11]3[CH:12]=[C:13]([CH3:14])[CH:17]=[CH:18][CH:19]=3)[O:9][C:4]=2[CH:3]=1. (6) Given the reactants [N:1]1([C:5]2[NH:9][C:8]3[CH:10]=[CH:11][CH:12]=[CH:13][C:7]=3[N:6]=2)[CH2:4][CH2:3][CH2:2]1.Br[CH2:15][C:16]1[CH:35]=[CH:34][C:19]2/[C:20](=[C:30](/[CH3:33])\[C:31]#[N:32])/[C:21]3[CH:28]=[CH:27][C:26]([F:29])=[CH:25][C:22]=3[O:23][CH2:24][C:18]=2[CH:17]=1, predict the reaction product. The product is: [N:1]1([C:5]2[N:6]([CH2:15][C:16]3[CH:35]=[CH:34][C:19]4/[C:20](=[C:30](/[CH3:33])\[C:31]#[N:32])/[C:21]5[CH:28]=[CH:27][C:26]([F:29])=[CH:25][C:22]=5[O:23][CH2:24][C:18]=4[CH:17]=3)[C:7]3[CH:13]=[CH:12][CH:11]=[CH:10][C:8]=3[N:9]=2)[CH2:4][CH2:3][CH2:2]1. (7) The product is: [CH2:2]([O:4][C:5]([C:7]1[C:19]2[CH2:18][CH2:17][C:16]3[CH:15]=[N:14][CH:13]=[CH:12][C:11]=3[C:10]=2[NH:9][CH:8]=1)=[O:6])[CH3:3]. Given the reactants Br.[CH2:2]([O:4][C:5]([C:7]1[C:19]2[CH2:18][CH2:17][C:16]3[CH:15]=[N:14][CH:13]=[CH:12][C:11]=3[C:10]=2[NH:9][C:8]=1Br)=[O:6])[CH3:3].[Li+].[Cl-], predict the reaction product. (8) Given the reactants C[O:2][C:3]1[CH:8]=[C:7]([CH2:9][NH:10][C:11]([C:13]2[C:14]3[CH:15]=[N:16][N:17]([C:22]4[CH:27]=[CH:26][C:25]([F:28])=[CH:24][CH:23]=4)[C:18]=3[CH:19]=[CH:20][CH:21]=2)=[O:12])[CH:6]=[CH:5][N:4]=1.Cl.[NH+]1C=CC=CC=1, predict the reaction product. The product is: [O:2]=[C:3]1[CH:8]=[C:7]([CH2:9][NH:10][C:11]([C:13]2[C:14]3[CH:15]=[N:16][N:17]([C:22]4[CH:27]=[CH:26][C:25]([F:28])=[CH:24][CH:23]=4)[C:18]=3[CH:19]=[CH:20][CH:21]=2)=[O:12])[CH:6]=[CH:5][NH:4]1. (9) Given the reactants [CH3:1][O:2][CH2:3][C:4]1[C:9]([CH2:10]O)=[C:8]([CH3:12])[N:7]=[C:6]([C:13]2[CH:18]=[CH:17][CH:16]=[C:15]([C:19]([F:22])([F:21])[F:20])[CH:14]=2)[N:5]=1.S(Cl)([Cl:25])=O, predict the reaction product. The product is: [Cl:25][CH2:10][C:9]1[C:4]([CH2:3][O:2][CH3:1])=[N:5][C:6]([C:13]2[CH:18]=[CH:17][CH:16]=[C:15]([C:19]([F:22])([F:21])[F:20])[CH:14]=2)=[N:7][C:8]=1[CH3:12]. (10) Given the reactants [C:1]([C:3]1[CH:4]=[C:5]([CH:37]([CH3:39])[CH3:38])[C:6]2[O:10][C:9]([C:11]3[CH:35]=[CH:34][C:14]([C:15]([NH:17][CH2:18][C:19]4[CH:24]=[CH:23][C:22](B5OC(C)(C)C(C)(C)O5)=[CH:21][CH:20]=4)=[O:16])=[CH:13][CH:12]=3)=[N:8][C:7]=2[CH:36]=1)#[N:2].Br[CH2:41][C:42]1[CH:47]=[CH:46][CH:45]=[C:44]([C:48]([F:51])([F:50])[F:49])[CH:43]=1.C(B(O)O)(C)=C, predict the reaction product. The product is: [C:1]([C:3]1[CH:4]=[C:5]([CH:37]([CH3:39])[CH3:38])[C:6]2[O:10][C:9]([C:11]3[CH:35]=[CH:34][C:14]([C:15]([NH:17][CH2:18][C:19]4[CH:24]=[CH:23][C:22]([CH2:41][C:42]5[CH:47]=[CH:46][CH:45]=[C:44]([C:48]([F:49])([F:50])[F:51])[CH:43]=5)=[CH:21][CH:20]=4)=[O:16])=[CH:13][CH:12]=3)=[N:8][C:7]=2[CH:36]=1)#[N:2].